From a dataset of Forward reaction prediction with 1.9M reactions from USPTO patents (1976-2016). Predict the product of the given reaction. (1) Given the reactants [CH2:1]([O:3][C:4](=[O:21])[C:5]1[CH:10]=[CH:9][C:8]([C:11]2[NH:20][C:14]3[N:15]=[CH:16][N:17]=[C:18](Cl)[C:13]=3[CH:12]=2)=[CH:7][CH:6]=1)[CH3:2], predict the reaction product. The product is: [CH2:1]([O:3][C:4](=[O:21])[C:5]1[CH:10]=[CH:9][C:8]([C:11]2[NH:20][C:14]3[N:15]=[CH:16][N:17]=[C:18]([NH:20][C@@H:11]([C:8]4[CH:9]=[CH:10][CH:5]=[CH:6][CH:7]=4)[CH3:12])[C:13]=3[CH:12]=2)=[CH:7][CH:6]=1)[CH3:2]. (2) The product is: [Cl:3][C:4]1[C:9]([Cl:10])=[CH:8][CH:7]=[CH:6][C:5]=1[N:11]1[CH2:16][CH2:15][N:14]([CH2:17][CH2:18][CH:19]2[CH2:24][CH2:23][N:22]([CH2:35][CH:33]([OH:34])[CH2:31][CH3:32])[CH2:21][CH2:20]2)[CH2:13][CH2:12]1. Given the reactants Cl.Cl.[Cl:3][C:4]1[C:9]([Cl:10])=[CH:8][CH:7]=[CH:6][C:5]=1[N:11]1[CH2:16][CH2:15][N:14]([CH2:17][CH2:18][CH:19]2[CH2:24][CH2:23][NH:22][CH2:21][CH2:20]2)[CH2:13][CH2:12]1.C(=O)([O-])[O-].[K+].[K+].[CH2:31]([CH:33]1[CH2:35][O:34]1)[CH3:32], predict the reaction product. (3) Given the reactants [Br:1][C:2]1[CH:3]=[CH:4][C:5]([C:9]2[C:17]3[C:12](=[CH:13][N:14]=[C:15]([C:18]4[CH:19]=[N:20][CH:21]=[CH:22][CH:23]=4)[CH:16]=3)[N:11]([CH2:24][O:25][CH2:26][CH2:27][Si:28]([CH3:31])([CH3:30])[CH3:29])[N:10]=2)=[N:6][C:7]=1F.Cl.[NH:33]1[CH2:39][CH2:38][CH2:37][C@@H:36]([NH:40][C:41](=[O:50])[O:42][CH2:43][C:44]2[CH:49]=[CH:48][CH:47]=[CH:46][CH:45]=2)[CH2:35][CH2:34]1, predict the reaction product. The product is: [Br:1][C:2]1[C:7]([N:33]2[CH2:39][CH2:38][CH2:37][C@@H:36]([NH:40][C:41](=[O:50])[O:42][CH2:43][C:44]3[CH:45]=[CH:46][CH:47]=[CH:48][CH:49]=3)[CH2:35][CH2:34]2)=[N:6][C:5]([C:9]2[C:17]3[C:12](=[CH:13][N:14]=[C:15]([C:18]4[CH:19]=[N:20][CH:21]=[CH:22][CH:23]=4)[CH:16]=3)[N:11]([CH2:24][O:25][CH2:26][CH2:27][Si:28]([CH3:31])([CH3:30])[CH3:29])[N:10]=2)=[CH:4][CH:3]=1. (4) Given the reactants [F:1][C:2]([F:7])([F:6])[C:3]([OH:5])=[O:4].[CH3:8][N:9]([CH3:25])[C:10]([C@@H:12]1[CH2:16][C@H:15]([F:17])[CH2:14][N:13]1C(OC(C)(C)C)=O)=[O:11], predict the reaction product. The product is: [F:1][C:2]([F:7])([F:6])[C:3]([OH:5])=[O:4].[F:17][C@@H:15]1[CH2:14][NH:13][C@H:12]([C:10]([N:9]([CH3:25])[CH3:8])=[O:11])[CH2:16]1. (5) Given the reactants [CH2:1]([C:3]1[N:8]=[C:7]2[S:9][C:10]3[CH2:15][CH2:14][CH2:13][CH2:12][C:11]=3[C:6]2=[C:5]([C:16]2[CH:21]=[CH:20][C:19]([CH3:22])=[CH:18][CH:17]=2)[C:4]=1[CH2:23][C:24]([O:26][CH2:27][CH3:28])=[O:25])[CH3:2].[Li+].C[Si]([N-][Si](C)(C)C)(C)C.[CH2:39]1[CH2:43]OC[CH2:40]1.C(I)CC, predict the reaction product. The product is: [CH2:1]([C:3]1[N:8]=[C:7]2[S:9][C:10]3[CH2:15][CH2:14][CH2:13][CH2:12][C:11]=3[C:6]2=[C:5]([C:16]2[CH:17]=[CH:18][C:19]([CH3:22])=[CH:20][CH:21]=2)[C:4]=1[CH:23]([CH2:40][CH2:39][CH3:43])[C:24]([O:26][CH2:27][CH3:28])=[O:25])[CH3:2]. (6) The product is: [OH:38][CH2:37][C@H:33]([NH:32][C:28]([C:26]1[NH:27][C:23]([C:8]2[CH:9]=[C:10]([O:12][Si:13]([CH:14]([CH3:15])[CH3:16])([CH:20]([CH3:22])[CH3:21])[CH:17]([CH3:18])[CH3:19])[CH:11]=[C:6]([O:5][C@@H:4]([CH3:31])[CH2:3][O:2][CH3:1])[CH:7]=2)=[CH:24][CH:25]=1)=[O:29])[C@H:34]([OH:35])[CH3:36]. Given the reactants [CH3:1][O:2][CH2:3][C@H:4]([CH3:31])[O:5][C:6]1[CH:7]=[C:8]([C:23]2[NH:27][C:26]([C:28](O)=[O:29])=[CH:25][CH:24]=2)[CH:9]=[C:10]([O:12][Si:13]([CH:20]([CH3:22])[CH3:21])([CH:17]([CH3:19])[CH3:18])[CH:14]([CH3:16])[CH3:15])[CH:11]=1.[NH2:32][C@@H:33]([CH2:37][OH:38])[C@@H:34]([CH3:36])[OH:35].[Cl-].COC1N=C(OC)N=C([N+]2(C)CCOCC2)N=1, predict the reaction product. (7) Given the reactants CS(C)=O.[OH-].[K+].[CH2:7]([N:14]1[CH2:19][CH2:18][CH:17]([C:20]2[NH:21][C:22]([C:25]3[CH:30]=[CH:29][C:28]([F:31])=[C:27]([Cl:32])[CH:26]=3)=[CH:23][N:24]=2)[CH2:16][CH2:15]1)[C:8]1[CH:13]=[CH:12][CH:11]=[CH:10][CH:9]=1.I[CH2:34][CH3:35], predict the reaction product. The product is: [CH2:7]([N:14]1[CH2:19][CH2:18][CH:17]([C:20]2[N:24]([CH2:34][CH3:35])[CH:23]=[C:22]([C:25]3[CH:30]=[CH:29][C:28]([F:31])=[C:27]([Cl:32])[CH:26]=3)[N:21]=2)[CH2:16][CH2:15]1)[C:8]1[CH:13]=[CH:12][CH:11]=[CH:10][CH:9]=1.